The task is: Regression. Given two drug SMILES strings and cell line genomic features, predict the synergy score measuring deviation from expected non-interaction effect.. This data is from NCI-60 drug combinations with 297,098 pairs across 59 cell lines. (1) Drug 1: CC1=C(C(=O)C2=C(C1=O)N3CC4C(C3(C2COC(=O)N)OC)N4)N. Drug 2: CN1C(=O)N2C=NC(=C2N=N1)C(=O)N. Cell line: SK-OV-3. Synergy scores: CSS=32.3, Synergy_ZIP=1.95, Synergy_Bliss=-2.44, Synergy_Loewe=-39.4, Synergy_HSA=-6.47. (2) Drug 1: CC1=CC=C(C=C1)C2=CC(=NN2C3=CC=C(C=C3)S(=O)(=O)N)C(F)(F)F. Drug 2: C1=NC2=C(N=C(N=C2N1C3C(C(C(O3)CO)O)O)F)N. Cell line: MDA-MB-435. Synergy scores: CSS=-1.47, Synergy_ZIP=-0.836, Synergy_Bliss=0.155, Synergy_Loewe=-4.16, Synergy_HSA=-2.98. (3) Drug 1: C1=CC(=CC=C1CCCC(=O)O)N(CCCl)CCCl. Drug 2: C1=NC2=C(N1)C(=S)N=C(N2)N. Cell line: OVCAR-5. Synergy scores: CSS=42.6, Synergy_ZIP=-5.91, Synergy_Bliss=-4.87, Synergy_Loewe=-16.1, Synergy_HSA=-0.00536. (4) Drug 1: C(=O)(N)NO. Drug 2: C1CCC(C(C1)N)N.C(=O)(C(=O)[O-])[O-].[Pt+4]. Cell line: COLO 205. Synergy scores: CSS=54.5, Synergy_ZIP=0.00585, Synergy_Bliss=-0.810, Synergy_Loewe=4.73, Synergy_HSA=6.59. (5) Drug 1: CC1C(C(CC(O1)OC2CC(OC(C2O)C)OC3=CC4=CC5=C(C(=O)C(C(C5)C(C(=O)C(C(C)O)O)OC)OC6CC(C(C(O6)C)O)OC7CC(C(C(O7)C)O)OC8CC(C(C(O8)C)O)(C)O)C(=C4C(=C3C)O)O)O)O. Drug 2: CN(C(=O)NC(C=O)C(C(C(CO)O)O)O)N=O. Cell line: SF-295. Synergy scores: CSS=13.8, Synergy_ZIP=-0.376, Synergy_Bliss=-1.64, Synergy_Loewe=-26.3, Synergy_HSA=-1.23. (6) Drug 2: CCCCCOC(=O)NC1=NC(=O)N(C=C1F)C2C(C(C(O2)C)O)O. Synergy scores: CSS=22.7, Synergy_ZIP=-10.7, Synergy_Bliss=-6.45, Synergy_Loewe=-5.85, Synergy_HSA=-5.73. Drug 1: CC12CCC3C(C1CCC2=O)CC(=C)C4=CC(=O)C=CC34C. Cell line: UO-31. (7) Drug 1: CC1=C(N=C(N=C1N)C(CC(=O)N)NCC(C(=O)N)N)C(=O)NC(C(C2=CN=CN2)OC3C(C(C(C(O3)CO)O)O)OC4C(C(C(C(O4)CO)O)OC(=O)N)O)C(=O)NC(C)C(C(C)C(=O)NC(C(C)O)C(=O)NCCC5=NC(=CS5)C6=NC(=CS6)C(=O)NCCC[S+](C)C)O. Drug 2: CCC1(CC2CC(C3=C(CCN(C2)C1)C4=CC=CC=C4N3)(C5=C(C=C6C(=C5)C78CCN9C7C(C=CC9)(C(C(C8N6C)(C(=O)OC)O)OC(=O)C)CC)OC)C(=O)OC)O.OS(=O)(=O)O. Cell line: A498. Synergy scores: CSS=8.60, Synergy_ZIP=-3.46, Synergy_Bliss=0.637, Synergy_Loewe=-0.0812, Synergy_HSA=0.586. (8) Drug 1: CC=C1C(=O)NC(C(=O)OC2CC(=O)NC(C(=O)NC(CSSCCC=C2)C(=O)N1)C(C)C)C(C)C. Drug 2: CN(C(=O)NC(C=O)C(C(C(CO)O)O)O)N=O. Cell line: KM12. Synergy scores: CSS=69.4, Synergy_ZIP=-0.853, Synergy_Bliss=-0.961, Synergy_Loewe=-57.1, Synergy_HSA=-0.940. (9) Drug 1: C1=NNC2=C1C(=O)NC=N2. Drug 2: C(CN)CNCCSP(=O)(O)O. Cell line: CAKI-1. Synergy scores: CSS=-3.71, Synergy_ZIP=2.64, Synergy_Bliss=0.129, Synergy_Loewe=-0.241, Synergy_HSA=-4.08.